The task is: Predict the reaction yield, written as a fraction of the theoretical maximum amount of product (1.0 means a 100% yield; for example, 0.34 means a 34% yield).. This data is from Reaction yield outcomes from USPTO patents with 853,638 reactions. (1) The reactants are [OH-].[K+].C(=O)(OC)[O:4][C:5]1[CH:10]=[C:9]([N+:11]([O-:13])=[O:12])[C:8]([C:14]([CH3:17])([CH3:16])[CH3:15])=[CH:7][C:6]=1[Cl:18].Cl. The catalyst is CO. The product is [C:14]([C:8]1[C:9]([N+:11]([O-:13])=[O:12])=[CH:10][C:5]([OH:4])=[C:6]([Cl:18])[CH:7]=1)([CH3:17])([CH3:15])[CH3:16]. The yield is 0.680. (2) The reactants are [NH2:1][C@H:2]([CH2:7][CH3:8])[C:3]([O:5][CH3:6])=[O:4].[C:9]1(=O)[CH2:13][CH2:12][CH2:11][CH2:10]1.C([O-])(=O)C.[Na+].C(O[BH-](OC(=O)C)OC(=O)C)(=O)C.[Na+].C(=O)(O)[O-].[Na+]. The catalyst is C(Cl)Cl. The product is [CH:9]1([NH:1][C@H:2]([CH2:7][CH3:8])[C:3]([O:5][CH3:6])=[O:4])[CH2:13][CH2:12][CH2:11][CH2:10]1. The yield is 0.950. (3) The reactants are [Br:1][C:2]1[CH:10]=[CH:9][C:5]([C:6](O)=[O:7])=[C:4]([CH3:11])[CH:3]=1.O. The catalyst is C1COCC1. The product is [Br:1][C:2]1[CH:10]=[CH:9][C:5]([CH2:6][OH:7])=[C:4]([CH3:11])[CH:3]=1. The yield is 1.00. (4) The reactants are [F:1][C@@H:2]1[CH2:6][N:5]([C:7](=[O:10])[CH2:8][OH:9])[C@H:4]([C:11]([NH2:13])=O)[CH2:3]1.CN(C)CCCN(C)C.[C:23]1([S:29](Cl)(=[O:31])=[O:30])[CH:28]=[CH:27][CH:26]=[CH:25][CH:24]=1.FC(F)(F)C(OC(=O)C(F)(F)F)=O. The catalyst is C(#N)C.O.C(N(CC)CC)C. The product is [C:23]1([S:29]([O:9][CH2:8][C:7]([N:5]2[CH2:6][C@@H:2]([F:1])[CH2:3][C@H:4]2[C:11]#[N:13])=[O:10])(=[O:31])=[O:30])[CH:28]=[CH:27][CH:26]=[CH:25][CH:24]=1. The yield is 0.910. (5) The reactants are Br[C:2]1[CH:15]=[N:14][C:5]2[NH:6][C:7](=[O:13])[C:8]([CH3:12])([CH3:11])[NH:9][CH2:10][C:4]=2[CH:3]=1.[CH3:16][N:17]([CH2:22][C:23]1[O:24][C:25]2[CH:32]=[CH:31][CH:30]=[CH:29][C:26]=2[C:27]=1[CH3:28])[C:18](=[O:21])[CH:19]=[CH2:20].C(N(C(C)C)C(C)C)C.CC1C=CC=CC=1P(C1C=CC=CC=1C)C1C=CC=CC=1C. The catalyst is C(#N)CC.CN(C=O)C.CC([O-])=O.CC([O-])=O.[Pd+2]. The product is [CH3:11][C:8]1([CH3:12])[C:7](=[O:13])[NH:6][C:5]2[N:14]=[CH:15][C:2](/[CH:20]=[CH:19]/[C:18]([N:17]([CH3:16])[CH2:22][C:23]3[O:24][C:25]4[CH:32]=[CH:31][CH:30]=[CH:29][C:26]=4[C:27]=3[CH3:28])=[O:21])=[CH:3][C:4]=2[CH2:10][NH:9]1. The yield is 0.600. (6) The reactants are C(OC([N:8]1[CH2:12][CH2:11][C:10]([C:15]2[CH:20]=[CH:19][C:18]([F:21])=[C:17]([Cl:22])[CH:16]=2)([O:13][CH3:14])[CH2:9]1)=O)(C)(C)C.FC(F)(F)C(O)=O. The catalyst is C(Cl)Cl. The product is [Cl:22][C:17]1[CH:16]=[C:15]([C:10]2([O:13][CH3:14])[CH2:11][CH2:12][NH:8][CH2:9]2)[CH:20]=[CH:19][C:18]=1[F:21]. The yield is 0.880. (7) The reactants are [H-].[Al+3].[Li+].[H-].[H-].[H-].[CH:7]1([CH2:10][NH:11][C:12]2[S:13][CH:14]=[C:15]([C:17]3[CH:18]=[CH:19][C:20]([C:23]#[N:24])=[N:21][CH:22]=3)[N:16]=2)[CH2:9][CH2:8]1. The catalyst is C1COCC1. The product is [NH2:24][CH2:23][C:20]1[CH:19]=[CH:18][C:17]([C:15]2[N:16]=[C:12]([NH:11][CH2:10][CH:7]3[CH2:9][CH2:8]3)[S:13][CH:14]=2)=[CH:22][N:21]=1. The yield is 0.520. (8) The reactants are C[O:2][C:3]([C:5]1[CH:6]=[C:7]([C:16]2[CH:21]=[CH:20][CH:19]=[CH:18][C:17]=2[O:22][CH3:23])[CH:8]=[C:9]([N:11]2[CH:15]=[N:14][N:13]=[N:12]2)[CH:10]=1)=[O:4].[OH-].[Na+]. The catalyst is CO. The product is [CH3:23][O:22][C:17]1[CH:18]=[CH:19][CH:20]=[CH:21][C:16]=1[C:7]1[CH:8]=[C:9]([N:11]2[CH:15]=[N:14][N:13]=[N:12]2)[CH:10]=[C:5]([C:3]([OH:4])=[O:2])[CH:6]=1. The yield is 0.460. (9) The reactants are [F:1][C:2]1[CH:20]=[CH:19][C:5]([CH2:6][NH:7][C@H:8]2[C@H:13]3[CH2:14][C@H:10]([CH2:11][CH2:12]3)[C@H:9]2[C:15](OC)=[O:16])=[CH:4][C:3]=1[CH3:21].[CH3:22][S:23]([NH:26][C:27]1[CH:42]=[CH:41][C:30]2[NH:31][C:32]([CH2:37][C:38](O)=[O:39])=[N:33][S:34](=[O:36])(=[O:35])[C:29]=2[CH:28]=1)(=[O:25])=[O:24].CN1CCOCC1.Cl.CN(C)CCCN=C=NCC.C(N(CC)CC)C. The catalyst is CN(C)C=O.C(OCC)(=O)C. The product is [F:1][C:2]1[CH:20]=[CH:19][C:5]([CH2:6][N:7]2[C:38](=[O:39])[C:37]([C:32]3[NH:31][C:30]4[CH:41]=[CH:42][C:27]([NH:26][S:23]([CH3:22])(=[O:25])=[O:24])=[CH:28][C:29]=4[S:34](=[O:36])(=[O:35])[N:33]=3)=[C:15]([OH:16])[C@H:9]3[C@@H:8]2[C@H:13]2[CH2:14][C@@H:10]3[CH2:11][CH2:12]2)=[CH:4][C:3]=1[CH3:21]. The yield is 0.680. (10) The reactants are [Cl:1][C:2]1[CH:3]=[N:4][CH:5]=[C:6]([Cl:18])[C:7]=1[CH2:8][S:9][C:10]1[N:15]=[C:14](O)[CH:13]=[C:12]([CH3:17])[N:11]=1.P(Cl)(Cl)([Cl:21])=O. No catalyst specified. The product is [Cl:21][C:14]1[CH:13]=[C:12]([CH3:17])[N:11]=[C:10]([S:9][CH2:8][C:7]2[C:2]([Cl:1])=[CH:3][N:4]=[CH:5][C:6]=2[Cl:18])[N:15]=1. The yield is 0.471.